From a dataset of Reaction yield outcomes from USPTO patents with 853,638 reactions. Predict the reaction yield, written as a fraction of the theoretical maximum amount of product (1.0 means a 100% yield; for example, 0.34 means a 34% yield). (1) The reactants are [NH2:1][C:2]1[CH:7]=[C:6]([Cl:8])[C:5]([CH3:9])=[CH:4][C:3]=1[NH:10][CH:11]1[CH2:16][CH2:15][N:14]([C@H:17]2[CH2:22][CH2:21][C@H:20]([O:23][CH3:24])[CH2:19][CH2:18]2)[CH2:13][CH2:12]1.C(N(C(C)C)CC)(C)C.Cl[C:35](Cl)([O:37]C(=O)OC(Cl)(Cl)Cl)Cl.C([O-])(O)=O.[Na+].N1C(=O)N=C2C=CC=CC=12. The catalyst is ClCCl.O. The product is [ClH:8].[Cl:8][C:6]1[C:5]([CH3:9])=[CH:4][C:3]2[N:10]([CH:11]3[CH2:12][CH2:13][N:14]([C@H:17]4[CH2:22][CH2:21][C@H:20]([O:23][CH3:24])[CH2:19][CH2:18]4)[CH2:15][CH2:16]3)[C:35](=[O:37])[NH:1][C:2]=2[CH:7]=1. The yield is 0.590. (2) The reactants are [CH2:1]([C:5]1[CH:10]=[CH:9][C:8]([NH:11][CH2:12][CH:13]([CH3:15])[CH3:14])=[C:7]([CH3:16])[CH:6]=1)[CH2:2][CH2:3][CH3:4].Cl[S:18]([C:21]1[CH:26]=[CH:25][C:24]([O:27][CH2:28][CH2:29][C:30]([OH:32])=[O:31])=[C:23]([CH3:33])[CH:22]=1)(=[O:20])=[O:19]. The catalyst is N1C=CC=CC=1.CO.CS(C)=O. The product is [CH2:1]([C:5]1[CH:10]=[CH:9][C:8]([N:11]([CH2:12][CH:13]([CH3:15])[CH3:14])[S:18]([C:21]2[CH:26]=[CH:25][C:24]([O:27][CH2:28][CH2:29][C:30]([OH:32])=[O:31])=[C:23]([CH3:33])[CH:22]=2)(=[O:20])=[O:19])=[C:7]([CH3:16])[CH:6]=1)[CH2:2][CH2:3][CH3:4]. The yield is 0.370. (3) The reactants are [NH2:1][C@@H:2]([CH2:14][N:15]([CH3:17])[CH3:16])[CH2:3][C:4]([O:6][CH2:7][C:8]1[CH:13]=[CH:12][CH:11]=[CH:10][CH:9]=1)=[O:5].[O:18]1[CH:22]=[CH:21][C:20]([C:23]2[S:27][C:26]([S:28](Cl)(=[O:30])=[O:29])=[CH:25][CH:24]=2)=[N:19]1. No catalyst specified. The yield is 0.840. The product is [CH3:17][N:15]([CH3:16])[CH2:14][C@H:2]([NH:1][S:28]([C:26]1[S:27][C:23]([C:20]2[CH:21]=[CH:22][O:18][N:19]=2)=[CH:24][CH:25]=1)(=[O:29])=[O:30])[CH2:3][C:4]([O:6][CH2:7][C:8]1[CH:13]=[CH:12][CH:11]=[CH:10][CH:9]=1)=[O:5]. (4) The reactants are [Br:1][C:2]1[CH:3]=[C:4]([CH2:8]O)[CH:5]=[N:6][CH:7]=1.[C:10]1(=[O:20])[NH:14][C:13](=[O:15])[C:12]2=[CH:16][CH:17]=[CH:18][CH:19]=[C:11]12.C1C=CC(P(C2C=CC=CC=2)C2C=CC=CC=2)=CC=1.CCOC(/N=N/C(OCC)=O)=O. The catalyst is C1COCC1. The product is [Br:1][C:2]1[CH:3]=[C:4]([CH2:8][N:14]2[C:10](=[O:20])[C:11]3[C:12](=[CH:16][CH:17]=[CH:18][CH:19]=3)[C:13]2=[O:15])[CH:5]=[N:6][CH:7]=1. The yield is 0.823. (5) The reactants are Br[C:2]1[S:3][C:4]2[CH:10]=[C:9]([CH2:11][C:12]#[N:13])[CH:8]=[CH:7][C:5]=2[N:6]=1.[C@H:14]([NH2:18])([CH2:16][CH3:17])[CH3:15].CCOC(C)=O.CCCCCC. The catalyst is O1CCOCC1. The product is [C@H:14]([NH:18][C:2]1[S:3][C:4]2[CH:10]=[C:9]([CH2:11][C:12]#[N:13])[CH:8]=[CH:7][C:5]=2[N:6]=1)([CH2:16][CH3:17])[CH3:15]. The yield is 0.700.